This data is from Full USPTO retrosynthesis dataset with 1.9M reactions from patents (1976-2016). The task is: Predict the reactants needed to synthesize the given product. (1) The reactants are: [CH3:1][O:2][C:3](=[O:14])[C:4]1[CH:9]=[C:8](Cl)[N:7]=[C:6]([C:11](=[O:13])[CH3:12])[CH:5]=1.C1(P(C2C=CC=CC=2)C2C=CC3C(=CC=CC=3)C=2C2C3C(=CC=CC=3)C=CC=2P(C2C=CC=CC=2)C2C=CC=CC=2)C=CC=CC=1.C(=O)([O-])[O-].[Cs+].[Cs+].[C@@H:67]([NH2:71])([CH2:69][CH3:70])[CH3:68]. Given the product [CH3:1][O:2][C:3](=[O:14])[C:4]1[CH:9]=[C:8]([NH:71][C@H:67]([CH2:69][CH3:70])[CH3:68])[N:7]=[C:6]([C:11](=[O:13])[CH3:12])[CH:5]=1, predict the reactants needed to synthesize it. (2) Given the product [F:1][C:2]1[C:3]([C:22]([NH:24][CH2:25][C:26]2([C:32]3[CH:37]=[CH:36][CH:35]=[CH:34][N:33]=3)[CH2:27][CH2:28][N:29]([C:39]([O:41][CH2:42][CH2:43][O:44][CH3:45])=[O:40])[CH2:30][CH2:31]2)=[O:23])=[N:4][CH:5]=[CH:6][C:7]=1[S:8][C:9]1[S:13][C:12]([NH:14][C:15]2[CH:20]=[C:19]([CH3:21])[CH:18]=[CH:17][N:16]=2)=[N:11][CH:10]=1, predict the reactants needed to synthesize it. The reactants are: [F:1][C:2]1[C:3]([C:22]([NH:24][CH2:25][C:26]2([C:32]3[CH:37]=[CH:36][CH:35]=[CH:34][N:33]=3)[CH2:31][CH2:30][NH:29][CH2:28][CH2:27]2)=[O:23])=[N:4][CH:5]=[CH:6][C:7]=1[S:8][C:9]1[S:13][C:12]([NH:14][C:15]2[CH:20]=[C:19]([CH3:21])[CH:18]=[CH:17][N:16]=2)=[N:11][CH:10]=1.Cl[C:39]([O:41][CH2:42][CH2:43][O:44][CH3:45])=[O:40]. (3) Given the product [CH2:41]([N:43]([CH2:44][CH3:45])[CH2:2][CH2:3][O:4][C:5]1[CH:6]=[CH:7][C:8]([CH:11]2[C:20]([C:21]3[C:22]([O:29][CH3:30])=[N:23][C:24]([O:27][CH3:28])=[N:25][CH:26]=3)=[C:19]([CH3:31])[C:18]3[C:13](=[CH:14][C:15]([OH:32])=[CH:16][CH:17]=3)[O:12]2)=[CH:9][CH:10]=1)[CH3:42], predict the reactants needed to synthesize it. The reactants are: Cl[CH2:2][CH2:3][O:4][C:5]1[CH:10]=[CH:9][C:8]([CH:11]2[C:20]([C:21]3[C:22]([O:29][CH3:30])=[N:23][C:24]([O:27][CH3:28])=[N:25][CH:26]=3)=[C:19]([CH3:31])[C:18]3[C:13](=[CH:14][C:15]([O:32]COCC[Si](C)(C)C)=[CH:16][CH:17]=3)[O:12]2)=[CH:7][CH:6]=1.[CH2:41]([NH:43][CH2:44][CH3:45])[CH3:42]. (4) Given the product [Cl:20][C:21]1[CH:22]=[N:23][C:24]2[C:29]([N:30]=1)=[CH:28][C:27]([CH:31]([OH:32])[C:2]1[CH:3]=[C:4]([NH:8][C:9](=[O:14])[C:10]([CH3:13])([CH3:12])[CH3:11])[CH:5]=[CH:6][CH:7]=1)=[CH:26][CH:25]=2, predict the reactants needed to synthesize it. The reactants are: Br[C:2]1[CH:3]=[C:4]([NH:8][C:9](=[O:14])[C:10]([CH3:13])([CH3:12])[CH3:11])[CH:5]=[CH:6][CH:7]=1.[Li]C(CC)C.[Cl:20][C:21]1[CH:22]=[N:23][C:24]2[C:29]([N:30]=1)=[CH:28][C:27]([CH:31]=[O:32])=[CH:26][CH:25]=2. (5) Given the product [Cl:12][C:11]1[C:2]([NH:25][S:22]([C:18]2[CH:19]=[CH:20][CH:21]=[C:16]([N+:13]([O-:15])=[O:14])[CH:17]=2)(=[O:24])=[O:23])=[N:3][C:4]2[C:9]([N:10]=1)=[CH:8][CH:7]=[CH:6][CH:5]=2, predict the reactants needed to synthesize it. The reactants are: Cl[C:2]1[C:11]([Cl:12])=[N:10][C:9]2[C:4](=[CH:5][CH:6]=[CH:7][CH:8]=2)[N:3]=1.[N+:13]([C:16]1[CH:17]=[C:18]([S:22]([NH2:25])(=[O:24])=[O:23])[CH:19]=[CH:20][CH:21]=1)([O-:15])=[O:14].C(=O)([O-])[O-].[K+].[K+].Cl. (6) Given the product [CH3:15][C:7]1([CH3:14])[C@H:8]2[C@@H:6]1[CH2:12][O:11][C:9]2=[O:10], predict the reactants needed to synthesize it. The reactants are: C(OC[CH:6]1[CH:8]([C:9]([O:11][CH2:12]C)=[O:10])[C:7]1([CH3:15])[CH3:14])(=O)C.CC[C@@H]1N2C(N(C3C=CC(F)=CC=3)C(=O)[C@H]2CC2C3C(NC1=2)=CC=CC=3)=O.[OH-].[Na+].OCC1C(C(O)=O)C1(C)C.CC1(C)C2C1COC2=O.OC[C@H]1[C@H](C(O)=O)C1(C)C. (7) Given the product [O:1]=[C:2]1[N:6]2[CH2:7][CH2:8][NH:9][CH2:10][C@H:5]2[CH2:4][N:19]1[C:20]([CH3:27])([CH3:26])[CH2:21][C:22]([OH:24])=[O:23], predict the reactants needed to synthesize it. The reactants are: [O:1]=[C:2]1[N:6]2[CH2:7][CH2:8][NH:9][CH2:10][C@H:5]2[CH2:4]N1CC(C)(C)C(O)=O.Cl.[NH2:19][C:20]([CH3:27])([CH3:26])[CH2:21][C:22]([O:24]C)=[O:23].